This data is from Forward reaction prediction with 1.9M reactions from USPTO patents (1976-2016). The task is: Predict the product of the given reaction. (1) Given the reactants C[O:2][C:3]([C:5]1[C:10]([NH:11][S:12]([C:15]2[CH:20]=[CH:19][C:18]([Cl:21])=[C:17]([C:22]([F:25])([F:24])[F:23])[CH:16]=2)(=[O:14])=[O:13])=[N:9][CH:8]=[CH:7][N:6]=1)=[O:4].[OH-].[Na+].Cl, predict the reaction product. The product is: [Cl:21][C:18]1[CH:19]=[CH:20][C:15]([S:12]([NH:11][C:10]2[C:5]([C:3]([OH:4])=[O:2])=[N:6][CH:7]=[CH:8][N:9]=2)(=[O:14])=[O:13])=[CH:16][C:17]=1[C:22]([F:23])([F:24])[F:25]. (2) Given the reactants [F:1][C:2]1[C:10]([NH:11][S:12]([C:15]2[CH:20]=[CH:19][C:18]([C:21]([F:24])([F:23])[F:22])=[CH:17][CH:16]=2)(=[O:14])=[O:13])=[CH:9][CH:8]=[CH:7][C:3]=1[C:4]([OH:6])=[O:5].S(=O)(=O)(O)O.[CH3:30]O, predict the reaction product. The product is: [CH3:30][O:5][C:4](=[O:6])[C:3]1[CH:7]=[CH:8][CH:9]=[C:10]([NH:11][S:12]([C:15]2[CH:20]=[CH:19][C:18]([C:21]([F:24])([F:22])[F:23])=[CH:17][CH:16]=2)(=[O:14])=[O:13])[C:2]=1[F:1].